This data is from Forward reaction prediction with 1.9M reactions from USPTO patents (1976-2016). The task is: Predict the product of the given reaction. (1) Given the reactants I[C:2]1[C:3]([C:17]([F:23])([F:22])[C:18]([F:21])([F:20])[F:19])=[N:4][N:5]([CH2:7][C:8]2[CH:13]=[CH:12][C:11]([N+:14]([O-:16])=[O:15])=[CH:10][CH:9]=2)[CH:6]=1.I[C:25]([F:31])([F:30])[C:26]([F:29])([F:28])[F:27].CS(C)=O.O, predict the reaction product. The product is: [N+:14]([C:11]1[CH:12]=[CH:13][C:8]([CH2:7][N:5]2[CH:6]=[C:2]([C:25]([F:31])([F:30])[C:26]([F:29])([F:28])[F:27])[C:3]([C:17]([F:23])([F:22])[C:18]([F:21])([F:20])[F:19])=[N:4]2)=[CH:9][CH:10]=1)([O-:16])=[O:15]. (2) Given the reactants [F:1][C:2]1[CH:7]=[CH:6][C:5]([C:8](=O)[CH:9]([C:16]2[CH:21]=[CH:20][CH:19]=[CH:18][CH:17]=2)[CH2:10][C:11](=O)[CH:12]([CH3:14])[CH3:13])=[CH:4][CH:3]=1.[NH2:23][CH2:24][CH2:25][C@H:26]1[O:31][B:30]([O:32][CH3:33])[O:29][C@@H:28]([CH2:34][C:35]([O:37][C:38]([CH3:41])([CH3:40])[CH3:39])=[O:36])[CH2:27]1, predict the reaction product. The product is: [F:1][C:2]1[CH:7]=[CH:6][C:5]([C:8]2[N:23]([CH2:24][CH2:25][C@H:26]3[O:31][B:30]([O:32][CH3:33])[O:29][C@@H:28]([CH2:34][C:35]([O:37][C:38]([CH3:41])([CH3:40])[CH3:39])=[O:36])[CH2:27]3)[C:11]([CH:12]([CH3:14])[CH3:13])=[CH:10][C:9]=2[C:16]2[CH:21]=[CH:20][CH:19]=[CH:18][CH:17]=2)=[CH:4][CH:3]=1. (3) Given the reactants [C:1]1([S:7][CH2:8][C:9]([OH:11])=O)[CH:6]=[CH:5][CH:4]=[CH:3][CH:2]=1.[CH3:12][O:13][C:14]1[CH:15]=[C:16]([C:22]2([CH2:27][NH2:28])[CH2:26][CH2:25][CH2:24][CH2:23]2)[CH:17]=[CH:18][C:19]=1[O:20][CH3:21].C(N(CC)CC)C.F[P-](F)(F)(F)(F)F.N1(OC(N(C)C)=[N+](C)C)C2N=CC=CC=2N=N1, predict the reaction product. The product is: [CH3:12][O:13][C:14]1[CH:15]=[C:16]([C:22]2([CH2:27][NH:28][C:9](=[O:11])[CH2:8][S:7][C:1]3[CH:2]=[CH:3][CH:4]=[CH:5][CH:6]=3)[CH2:23][CH2:24][CH2:25][CH2:26]2)[CH:17]=[CH:18][C:19]=1[O:20][CH3:21]. (4) Given the reactants Br[C:2]1[CH:3]=[C:4]2[C:9]([NH:10][C@@H:11]([CH:13]3[CH2:15][CH2:14]3)[CH3:12])=[C:8]([C:16]([NH2:18])=[O:17])[CH:7]=[N:6][N:5]2[CH:19]=1.[C:20]1(B(O)O)[CH:25]=[CH:24][CH:23]=[CH:22][CH:21]=1.C(=O)([O-])[O-].[K+].[K+], predict the reaction product. The product is: [CH:13]1([C@H:11]([NH:10][C:9]2[C:4]3[N:5]([CH:19]=[C:2]([C:20]4[CH:25]=[CH:24][CH:23]=[CH:22][CH:21]=4)[CH:3]=3)[N:6]=[CH:7][C:8]=2[C:16]([NH2:18])=[O:17])[CH3:12])[CH2:15][CH2:14]1. (5) Given the reactants [F:1][C:2]1[CH:18]=[CH:17][C:5]([C:6]([C:8]2[CH:16]=[CH:15][CH:14]=[CH:13][C:9]=2[C:10]([OH:12])=[O:11])=O)=[CH:4][CH:3]=1.[C-]#[N:20].[K+].[C:22]([OH:25])(=O)C, predict the reaction product. The product is: [F:1][C:2]1[CH:3]=[CH:4][C:5]([C:6]2([C:22]([NH2:20])=[O:25])[C:8]3[CH:16]=[CH:15][CH:14]=[CH:13][C:9]=3[C:10](=[O:11])[O:12]2)=[CH:17][CH:18]=1. (6) Given the reactants Br[C:2]1[CH:28]=[CH:27][C:5]2[C@@H:6]3[C@H:19]([NH:20][C:21](=[O:26])[C:22]([F:25])([F:24])[F:23])[CH2:18][CH2:17][CH2:16][N:7]3[C:8]3[CH:14]=[C:13]([Cl:15])[CH:12]=[CH:11][C:9]=3[O:10][C:4]=2[CH:3]=1.[Cl-].[CH3:30][Zn+].[NH4+].[Cl-], predict the reaction product. The product is: [Cl:15][C:13]1[CH:12]=[CH:11][C:9]2[O:10][C:4]3[CH:3]=[C:2]([CH3:30])[CH:28]=[CH:27][C:5]=3[C@@H:6]3[C@H:19]([NH:20][C:21](=[O:26])[C:22]([F:23])([F:25])[F:24])[CH2:18][CH2:17][CH2:16][N:7]3[C:8]=2[CH:14]=1.